This data is from Full USPTO retrosynthesis dataset with 1.9M reactions from patents (1976-2016). The task is: Predict the reactants needed to synthesize the given product. Given the product [Cl:30][C:22]1[CH:23]=[C:24]([C:26]([F:27])([F:28])[F:29])[CH:25]=[C:20]([CH:21]=1)[NH:19][C:2]1[C:11]2[C:6](=[CH:7][CH:8]=[CH:9][CH:10]=2)[C:5]([CH2:12][C:13]2[CH:18]=[CH:17][N:16]=[CH:15][CH:14]=2)=[N:4][N:3]=1, predict the reactants needed to synthesize it. The reactants are: Cl[C:2]1[C:11]2[C:6](=[CH:7][CH:8]=[CH:9][CH:10]=2)[C:5]([CH2:12][C:13]2[CH:18]=[CH:17][N:16]=[CH:15][CH:14]=2)=[N:4][N:3]=1.[NH2:19][C:20]1[CH:21]=[C:22]([Cl:30])[CH:23]=[C:24]([C:26]([F:29])([F:28])[F:27])[CH:25]=1.